Predict the product of the given reaction. From a dataset of Forward reaction prediction with 1.9M reactions from USPTO patents (1976-2016). (1) Given the reactants [F:1][C:2]1[CH:7]=[CH:6][CH:5]=[CH:4][C:3]=1[OH:8].I[CH2:10][CH3:11].C(=O)([O-])[O-].[K+].[K+], predict the reaction product. The product is: [CH2:10]([O:8][C:3]1[CH:4]=[CH:5][CH:6]=[CH:7][C:2]=1[F:1])[CH3:11]. (2) Given the reactants Cl.[NH2:2][CH2:3][C:4]1[CH:5]=[C:6]2[C:10](=[CH:11][CH:12]=1)[C:9](=[O:13])[N:8]([CH:14]1[CH2:19][CH2:18][C:17](=[O:20])[NH:16][C:15]1=[O:21])[CH2:7]2.[F:22][C:23]([F:40])([C:27]1[CH:32]=[CH:31][CH:30]=[C:29]([CH2:33][CH2:34][CH2:35][S:36]([CH3:39])(=[O:38])=[O:37])[CH:28]=1)[C:24](O)=[O:25].C(N(CC)C(C)C)(C)C.F[P-](F)(F)(F)(F)F.CN(C(N(C)C)=[N+]1C2C(=NC=CC=2)[N+]([O-])=N1)C, predict the reaction product. The product is: [O:21]=[C:15]1[CH:14]([N:8]2[CH2:7][C:6]3[C:10](=[CH:11][CH:12]=[C:4]([CH2:3][NH:2][C:24](=[O:25])[C:23]([F:40])([F:22])[C:27]4[CH:32]=[CH:31][CH:30]=[C:29]([CH2:33][CH2:34][CH2:35][S:36]([CH3:39])(=[O:38])=[O:37])[CH:28]=4)[CH:5]=3)[C:9]2=[O:13])[CH2:19][CH2:18][C:17](=[O:20])[NH:16]1. (3) Given the reactants Cl[C:2]1[CH:7]=[CH:6]C=[CH:4][C:3]=1[CH:8](C1C=CC(Cl)=[N:14]C=1)O.C(N1[CH2:33][CH:32]([OH:34])C1)(C1C=CC=CC=1)C1C=CC=CC=1.[CH:35]([N:48]1[CH2:51][CH:50]([O:52][CH:53]([C:61]2[CH:66]=[CH:65][C:64]([Cl:67])=C[CH:62]=2)[C:54]2[CH:59]=[CH:58][CH:57]=[CH:56][C:55]=2[Cl:60])[CH2:49]1)([C:42]1[CH:47]=[CH:46][CH:45]=[CH:44][CH:43]=1)[C:36]1[CH:41]=[CH:40][CH:39]=[CH:38][CH:37]=1, predict the reaction product. The product is: [CH3:6][CH2:7][CH2:2][CH:3]([CH3:8])[CH3:4].[C:50]([O:34][CH2:32][CH3:33])(=[O:52])[CH3:49].[CH:35]([N:48]1[CH2:51][CH:50]([O:52][CH:53]([C:61]2[CH:66]=[CH:65][C:64]([Cl:67])=[N:14][CH:62]=2)[C:54]2[CH:59]=[CH:58][CH:57]=[CH:56][C:55]=2[Cl:60])[CH2:49]1)([C:42]1[CH:47]=[CH:46][CH:45]=[CH:44][CH:43]=1)[C:36]1[CH:41]=[CH:40][CH:39]=[CH:38][CH:37]=1.